Dataset: Forward reaction prediction with 1.9M reactions from USPTO patents (1976-2016). Task: Predict the product of the given reaction. (1) Given the reactants [CH2:1]([C:3]1[CH:8]=[C:7]([C:9]2[N:13]=[C:12]([C:14]3[CH:19]=[C:18]([CH3:20])[N:17]=[C:16]([CH2:21][CH:22]([CH3:24])[CH3:23])[CH:15]=3)[O:11][N:10]=2)[CH:6]=[C:5]([CH3:25])[C:4]=1[OH:26])[CH3:2].Cl[CH2:28][C@H:29]([OH:32])[CH2:30][OH:31], predict the reaction product. The product is: [CH2:1]([C:3]1[CH:8]=[C:7]([C:9]2[N:13]=[C:12]([C:14]3[CH:19]=[C:18]([CH3:20])[N:17]=[C:16]([CH2:21][CH:22]([CH3:23])[CH3:24])[CH:15]=3)[O:11][N:10]=2)[CH:6]=[C:5]([CH3:25])[C:4]=1[O:26][CH2:28][C@H:29]([OH:32])[CH2:30][OH:31])[CH3:2]. (2) The product is: [CH3:30][NH:29][C:25]1[N:24]=[C:23]([CH:21]([NH:20][C:15]2[CH:16]=[CH:17][CH:18]=[CH:19][C:14]=2[C:13]([OH:31])=[O:48])[CH3:22])[CH:28]=[CH:27][N:26]=1. Given the reactants CC1(C)C2C(=CC(N[C:13](=[O:31])[C:14]3[CH:19]=[CH:18][CH:17]=[CH:16][C:15]=3[NH:20][CH:21]([C:23]3[CH:28]=[CH:27][N:26]=[C:25]([NH:29][CH3:30])[N:24]=3)[CH3:22])=CC=2)CN(C(OC(C)(C)C)=O)C1.C(O)(=[O:48])C1C(=CC=CC=1)N.CC1C=CC(S(O)(=O)=O)=CC=1.[BH4-].[Na+], predict the reaction product. (3) Given the reactants [NH2:1][C:2]1[CH:17]=[CH:16][CH:15]=[CH:14][C:3]=1[C:4]([NH:6][C:7]1[CH:12]=[CH:11][C:10]([Br:13])=[CH:9][CH:8]=1)=[O:5].[OH:18][CH2:19][CH2:20][O:21][C:22]1[C:29]([CH3:30])=[CH:28][C:25]([CH:26]=O)=[CH:24][C:23]=1[CH3:31], predict the reaction product. The product is: [Br:13][C:10]1[CH:11]=[CH:12][C:7]([N:6]2[C:4](=[O:5])[C:3]3[C:2](=[CH:17][CH:16]=[CH:15][CH:14]=3)[N:1]=[C:26]2[C:25]2[CH:28]=[C:29]([CH3:30])[C:22]([O:21][CH2:20][CH2:19][OH:18])=[C:23]([CH3:31])[CH:24]=2)=[CH:8][CH:9]=1.